From a dataset of Catalyst prediction with 721,799 reactions and 888 catalyst types from USPTO. Predict which catalyst facilitates the given reaction. (1) Reactant: [C:1]([NH2:9])(=[S:8])[C:2]1[CH:7]=[CH:6][N:5]=[CH:4][CH:3]=1.Br[CH2:11][C:12]([C:14]1[CH:28]=[CH:27][C:17]([C:18]([NH:20][CH2:21][CH2:22][C:23]([F:26])([F:25])[F:24])=[O:19])=[CH:16][CH:15]=1)=O.C(OCC)(=O)C. Product: [N:5]1[CH:6]=[CH:7][C:2]([C:1]2[S:8][CH:11]=[C:12]([C:14]3[CH:15]=[CH:16][C:17]([C:18]([NH:20][CH2:21][CH2:22][C:23]([F:24])([F:25])[F:26])=[O:19])=[CH:27][CH:28]=3)[N:9]=2)=[CH:3][CH:4]=1. The catalyst class is: 1. (2) Reactant: [C:1]([O:5][C:6]([N:8]1[C:16]2[C:11](=[CH:12][CH:13]=[CH:14][CH:15]=2)[C:10](/[CH:17]=[CH:18]/[C:19]([OH:21])=O)=[CH:9]1)=[O:7])([CH3:4])([CH3:3])[CH3:2].[Br:22][C:23]1[CH:24]=[C:25]([CH:33]=[CH:34][CH:35]=1)[C:26]([NH:28][NH:29][CH:30]([CH3:32])[CH3:31])=[O:27].CN(C(ON1N=NC2C=CC=NC1=2)=[N+](C)C)C.F[P-](F)(F)(F)(F)F.C(N(CC)C(C)C)(C)C. Product: [Br:22][C:23]1[CH:24]=[C:25]([CH:33]=[CH:34][CH:35]=1)[C:26]([NH:28][N:29]([C:19](=[O:21])/[CH:18]=[CH:17]/[C:10]1[C:11]2[C:16](=[CH:15][CH:14]=[CH:13][CH:12]=2)[N:8]([C:6]([O:5][C:1]([CH3:2])([CH3:3])[CH3:4])=[O:7])[CH:9]=1)[CH:30]([CH3:32])[CH3:31])=[O:27]. The catalyst class is: 31. (3) Reactant: [F:1][C:2]1[CH:3]=[C:4]([CH:32]=[CH:33][C:34]=1[F:35])[O:5][C:6]1([C:28]([OH:31])([CH3:30])[CH3:29])[CH2:11][CH2:10][CH2:9][N:8]2[C:12]([C:15]3[CH:16]=[CH:17][C:18]([C:22]4[O:26][C:25]([CH3:27])=[N:24][CH:23]=4)=[C:19]([OH:21])[CH:20]=3)=[N:13][N:14]=[C:7]12.C(=O)([O-])[O-].[K+].[K+].I[CH2:43][CH3:44].C(OCC)(=O)C. Product: [F:1][C:2]1[CH:3]=[C:4]([CH:32]=[CH:33][C:34]=1[F:35])[O:5][C:6]1([C:28]([OH:31])([CH3:30])[CH3:29])[CH2:11][CH2:10][CH2:9][N:8]2[C:12]([C:15]3[CH:16]=[CH:17][C:18]([C:22]4[O:26][C:25]([CH3:27])=[N:24][CH:23]=4)=[C:19]([O:21][CH2:43][CH3:44])[CH:20]=3)=[N:13][N:14]=[C:7]12. The catalyst class is: 3. (4) Reactant: [C:1]([NH:4][C:5]1[CH:10]=[CH:9][CH:8]=[CH:7][C:6]=1OS(C1C=CC(C)=CC=1)(=O)=O)(=[O:3])[CH3:2].[CH:22]#[C:23][CH2:24][CH2:25][CH2:26][CH2:27][CH3:28]. Product: [C:22]([C:6]1[CH:7]=[CH:8][CH:9]=[CH:10][C:5]=1[NH:4][C:1](=[O:3])[CH3:2])#[C:23][CH2:24][CH2:25][CH2:26][CH2:27][CH3:28]. The catalyst class is: 243. (5) Reactant: [CH2:1]([N:5]1[C:13]2[C:12]([CH3:14])=[C:11]([CH3:15])[N:10]=[C:9]([NH:16][CH2:17][C:18]3[CH:23]=[CH:22][C:21]([O:24][CH3:25])=[CH:20][CH:19]=3)[C:8]=2[N:7]=[C:6]1[CH2:26][OH:27])[CH:2]([CH3:4])[CH3:3].C(N(CC)CC)C.[Cl-].[NH4+]. Product: [CH2:1]([N:5]1[C:13]2[C:12]([CH3:14])=[C:11]([CH3:15])[N:10]=[C:9]([NH:16][CH2:17][C:18]3[CH:23]=[CH:22][C:21]([O:24][CH3:25])=[CH:20][CH:19]=3)[C:8]=2[N:7]=[C:6]1[CH:26]=[O:27])[CH:2]([CH3:3])[CH3:4]. The catalyst class is: 764. (6) Reactant: FC(F)(F)S(O[C:7]1[CH:12]=[C:11]([CH2:13][S:14]([CH3:17])(=[O:16])=[O:15])[N:10]=[C:9]([S:18][CH3:19])[N:8]=1)(=O)=O.Cl.[CH3:23][C@H:24]1[CH2:29][O:28][CH2:27][C@@H:26]([CH3:30])[NH:25]1.C(N(CC)C(C)C)(C)C. Product: [CH3:23][C@H:24]1[CH2:29][O:28][CH2:27][C@@H:26]([CH3:30])[N:25]1[C:7]1[CH:12]=[C:11]([CH2:13][S:14]([CH3:17])(=[O:15])=[O:16])[N:10]=[C:9]([S:18][CH3:19])[N:8]=1. The catalyst class is: 12. (7) Reactant: S(C)C.[C:4]([Li])([CH3:7])([CH3:6])[CH3:5].[C:9]([NH:28][C@H:29]([CH2:32][CH3:33])[CH:30]=[O:31])([C:22]1[CH:27]=[CH:26][CH:25]=[CH:24][CH:23]=1)([C:16]1[CH:21]=[CH:20][CH:19]=[CH:18][CH:17]=1)[C:10]1[CH:15]=[CH:14][CH:13]=[CH:12][CH:11]=1.[NH4+].[Cl-]. Product: [CH3:5][C:4]([CH3:7])([CH:30]([OH:31])[C@H:29]([NH:28][C:9]([C:16]1[CH:17]=[CH:18][CH:19]=[CH:20][CH:21]=1)([C:22]1[CH:23]=[CH:24][CH:25]=[CH:26][CH:27]=1)[C:10]1[CH:15]=[CH:14][CH:13]=[CH:12][CH:11]=1)[CH2:32][CH3:33])[CH3:6]. The catalyst class is: 28. (8) Reactant: [N+:1]([C:4]1[CH:9]=[C:8]([N+:10]([O-:12])=[O:11])[CH:7]=[CH:6][C:5]=1Cl)([O-:3])=[O:2].[NH2:14][C:15]1[CH:20]=[CH:19][CH:18]=[CH:17][C:16]=1[SH:21].[OH-].[Na+]. Product: [N+:1]([C:4]1[CH:9]=[C:8]([N+:10]([O-:12])=[O:11])[CH:7]=[CH:6][C:5]=1[S:21][C:16]1[CH:17]=[CH:18][CH:19]=[CH:20][C:15]=1[NH2:14])([O-:3])=[O:2]. The catalyst class is: 8. (9) Reactant: N#N.[N+:3]([CH2:6][CH2:7][CH2:8][C:9](=[O:11])[CH3:10])([O-:5])=[O:4].[CH2:12](O)[CH2:13][OH:14].CC1C=CC(S(O)(=O)=O)=CC=1.C([O-])(O)=O.[Na+]. Product: [CH3:10][C:9]1([CH2:8][CH2:7][CH2:6][N+:3]([O-:5])=[O:4])[O:14][CH2:13][CH2:12][O:11]1. The catalyst class is: 11.